From a dataset of Full USPTO retrosynthesis dataset with 1.9M reactions from patents (1976-2016). Predict the reactants needed to synthesize the given product. (1) Given the product [NH:1]1[C:5]2[CH:6]=[CH:7][C:8]([N:10]3[CH:16]([C:15]4[CH:18]=[CH:19][C:12]([Br:11])=[CH:13][CH:14]=4)[C:22](=[N:25][C@@H:30]4[C:29]5[C:28](=[CH:9][CH:4]=[CH:5][CH:6]=5)[CH2:27][CH2:26]4)[NH:23][C:31]3=[O:32])=[CH:9][C:4]=2[N:3]=[CH:2]1, predict the reactants needed to synthesize it. The reactants are: [NH:1]1[C:5]2[CH:6]=[CH:7][C:8]([NH2:10])=[CH:9][C:4]=2[N:3]=[CH:2]1.[Br:11][C:12]1[CH:19]=[CH:18][C:15]([CH:16]=O)=[CH:14][CH:13]=1.O([C:22]#[N:23])[K].Cl.[N:25]1[CH:30]=[CH:29][CH:28]=[CH:27][CH:26]=1.[CH3:31][OH:32]. (2) The reactants are: [Cl:1][C:2]1[CH:7]=[CH:6][C:5]([C:8]2[C:12]([CH2:13][O:14][C:15]3[CH:23]=[CH:22][C:18]([C:19]([OH:21])=O)=[CH:17][N:16]=3)=[CH:11][O:10][N:9]=2)=[CH:4][CH:3]=1.[NH2:24][CH2:25][CH2:26][CH2:27][OH:28]. Given the product [Cl:1][C:2]1[CH:3]=[CH:4][C:5]([C:8]2[C:12]([CH2:13][O:14][C:15]3[CH:23]=[CH:22][C:18]([C:19]([NH:24][CH2:25][CH2:26][CH2:27][OH:28])=[O:21])=[CH:17][N:16]=3)=[CH:11][O:10][N:9]=2)=[CH:6][CH:7]=1, predict the reactants needed to synthesize it.